Dataset: Forward reaction prediction with 1.9M reactions from USPTO patents (1976-2016). Task: Predict the product of the given reaction. (1) Given the reactants [CH3:1][O:2][C:3]1[CH:13]=[N:12][C:11]2[S:10][CH2:9][CH2:8][N:7]([CH2:14][C:15]3[CH:16]=[CH:17][C:18]([C:21]([O:23]C)=[O:22])=[N:19][CH:20]=3)[CH2:6][C:5]=2[CH:4]=1.[OH-].[Li+].CO.C1COCC1, predict the reaction product. The product is: [CH3:1][O:2][C:3]1[CH:13]=[N:12][C:11]2[S:10][CH2:9][CH2:8][N:7]([CH2:14][C:15]3[CH:16]=[CH:17][C:18]([C:21]([OH:23])=[O:22])=[N:19][CH:20]=3)[CH2:6][C:5]=2[CH:4]=1. (2) Given the reactants O1[C:5]2([CH2:10][CH2:9][N:8]([C:11]3[CH:12]=[CH:13][C:14]([N:17]4[C:26]5[C:21](=[CH:22][CH:23]=[CH:24][CH:25]=5)[N:20](C(O)=O)[CH2:19][CH2:18]4)=[N:15][CH:16]=3)[CH2:7][CH2:6]2)[O:4]CC1.S(=O)(=O)(O)O.[OH-].[Na+], predict the reaction product. The product is: [N:17]1([C:14]2[N:15]=[CH:16][C:11]([N:8]3[CH2:7][CH2:6][C:5](=[O:4])[CH2:10][CH2:9]3)=[CH:12][CH:13]=2)[C:26]2[C:21](=[CH:22][CH:23]=[CH:24][CH:25]=2)[NH:20][CH2:19][CH2:18]1. (3) Given the reactants [CH2:1]([N:8]1[C:16]2[C:15](=[O:17])[N:14]([CH3:18])[C:13](=[O:19])[N:12]([CH3:20])[C:11]=2[N:10]=[C:9]1Cl)[C:2]1[CH:7]=[CH:6][CH:5]=[CH:4][CH:3]=1.[C:22]([O:26][C:27]([NH:29][C@H:30]1[CH2:34][CH2:33][NH:32][CH2:31]1)=[O:28])([CH3:25])([CH3:24])[CH3:23].C(N(CC)CC)C.CN(C=O)C, predict the reaction product. The product is: [C:22]([O:26][C:27](=[O:28])[NH:29][CH:30]1[CH2:34][CH2:33][N:32]([C:9]2[N:8]([CH2:1][C:2]3[CH:7]=[CH:6][CH:5]=[CH:4][CH:3]=3)[C:16]3[C:15](=[O:17])[N:14]([CH3:18])[C:13](=[O:19])[N:12]([CH3:20])[C:11]=3[N:10]=2)[CH2:31]1)([CH3:25])([CH3:23])[CH3:24]. (4) Given the reactants [CH3:1][O:2][C:3]1[CH:8]=[CH:7][C:6]([C:9]2[O:13][C:12]([C:14]3[CH:22]=[C:21]4[C:17]([CH:18]=[C:19]([C:23]5[C:28]([CH3:29])=[CH:27][C:26]([CH2:30][CH2:31][C:32]([O:34]C)=[O:33])=[CH:25][C:24]=5[CH3:36])[NH:20]4)=[CH:16][CH:15]=3)=[N:11][N:10]=2)=[CH:5][CH:4]=1.[OH-].[Na+], predict the reaction product. The product is: [CH3:1][O:2][C:3]1[CH:8]=[CH:7][C:6]([C:9]2[O:13][C:12]([C:14]3[CH:22]=[C:21]4[C:17]([CH:18]=[C:19]([C:23]5[C:28]([CH3:29])=[CH:27][C:26]([CH2:30][CH2:31][C:32]([OH:34])=[O:33])=[CH:25][C:24]=5[CH3:36])[NH:20]4)=[CH:16][CH:15]=3)=[N:11][N:10]=2)=[CH:5][CH:4]=1. (5) Given the reactants C1N=CN(C(N2C=NC=C2)=O)C=1.[C:13]([OH:22])(=[O:21])[C:14]1[C:15](=[CH:17][CH:18]=[CH:19][CH:20]=1)[OH:16].[C:23](O)([CH3:26])([CH3:25])[CH3:24].C1CCN2C(=NCCC2)CC1.C([O-])(O)=O.[Na+], predict the reaction product. The product is: [OH:16][C:15]1[CH:17]=[CH:18][CH:19]=[CH:20][C:14]=1[C:13]([O:22][C:23]([CH3:26])([CH3:25])[CH3:24])=[O:21]. (6) Given the reactants [C:1]1([N:11]2[CH2:16][CH2:15][NH:14][CH2:13][C:12]2=[O:17])[C:10]2[C:5](=[CH:6][CH:7]=[CH:8][CH:9]=2)[CH:4]=[CH:3][CH:2]=1.CCN(C(C)C)C(C)C.[Cl:27][C:28]1[C:36]([Cl:37])=[CH:35][CH:34]=[CH:33][C:29]=1[C:30](Cl)=[O:31].C(O)(=O)CC(CC(O)=O)(C(O)=O)O, predict the reaction product. The product is: [Cl:27][C:28]1[C:36]([Cl:37])=[CH:35][CH:34]=[CH:33][C:29]=1[C:30]([N:14]1[CH2:15][CH2:16][N:11]([C:1]2[C:10]3[C:5](=[CH:6][CH:7]=[CH:8][CH:9]=3)[CH:4]=[CH:3][CH:2]=2)[C:12](=[O:17])[CH2:13]1)=[O:31].